This data is from Forward reaction prediction with 1.9M reactions from USPTO patents (1976-2016). The task is: Predict the product of the given reaction. Given the reactants [N:1]1[CH:6]=[CH:5][CH:4]=[CH:3][C:2]=1[C:7]1[N:12]=[C:11]([CH3:13])[C:10]([C:14]([OH:16])=O)=[CH:9][N:8]=1.[F:17][C:18]1[N:23]=[C:22]2[C:24]([CH3:28])=[CH:25][N:26]([NH2:27])[C:21]2=[CH:20][CH:19]=1.CCN(C(C)C)C(C)C.CN(C(ON1N=NC2C=CC=NC1=2)=[N+](C)C)C.F[P-](F)(F)(F)(F)F, predict the reaction product. The product is: [F:17][C:18]1[N:23]=[C:22]2[C:24]([CH3:28])=[CH:25][N:26]([NH:27][C:14]([C:10]3[C:11]([CH3:13])=[N:12][C:7]([C:2]4[CH:3]=[CH:4][CH:5]=[CH:6][N:1]=4)=[N:8][CH:9]=3)=[O:16])[C:21]2=[CH:20][CH:19]=1.